This data is from Full USPTO retrosynthesis dataset with 1.9M reactions from patents (1976-2016). The task is: Predict the reactants needed to synthesize the given product. Given the product [CH2:32]([C:11]1([CH2:40][CH2:39][CH3:43])[N:10]=[C:9]([C:4]2[CH:3]=[C:2]([Cl:1])[CH:7]=[C:6]([Cl:8])[CH:5]=2)[C:14]([C:15]([NH:17][CH2:18][CH2:19][CH2:20][C:21]2[CH:26]=[CH:25][CH:24]=[CH:23][CH:22]=2)=[O:16])=[C:13]([CH3:27])[NH:12]1)[CH2:33][CH2:34][CH3:35], predict the reactants needed to synthesize it. The reactants are: [Cl:1][C:2]1[CH:3]=[C:4]([C:9]2[C:14]([C:15]([NH:17][CH2:18][CH2:19][CH2:20][C:21]3[CH:26]=[CH:25][CH:24]=[CH:23][CH:22]=3)=[O:16])=[C:13]([CH3:27])[N:12]=[C:11](S(C)(=O)=O)[N:10]=2)[CH:5]=[C:6]([Cl:8])[CH:7]=1.[CH2:32]([Mg]Cl)[CH2:33][CH2:34][CH3:35].Cl.[CH2:39]1[CH2:43]OC[CH2:40]1.